Dataset: Full USPTO retrosynthesis dataset with 1.9M reactions from patents (1976-2016). Task: Predict the reactants needed to synthesize the given product. (1) Given the product [Cl:1][C:2]1[CH:38]=[CH:37][C:5]2[O:6][C:7]3([C:32]4[N:33]([CH:34]=[CH:35][CH:36]=4)[C:4]=2[CH:3]=1)[CH2:12][CH2:11][N:10]([C:13]([C:15]1[CH:20]=[CH:19][C:18]([O:21][CH2:22][C@@H:23]([OH:24])[CH2:27][OH:26])=[C:17]([O:30][CH3:31])[CH:16]=1)=[O:14])[CH2:9][CH2:8]3, predict the reactants needed to synthesize it. The reactants are: [Cl:1][C:2]1[CH:38]=[CH:37][C:5]2[O:6][C:7]3([C:32]4[N:33]([CH:34]=[CH:35][CH:36]=4)[C:4]=2[CH:3]=1)[CH2:12][CH2:11][N:10]([C:13]([C:15]1[CH:20]=[CH:19][C:18]([O:21][CH2:22][C@@H:23]2[CH2:27][O:26]C(C)(C)[O:24]2)=[C:17]([O:30][CH3:31])[CH:16]=1)=[O:14])[CH2:9][CH2:8]3.O.CC1C=CC(S(O)(=O)=O)=CC=1.O. (2) Given the product [OH:33][C:2]1[C:7]([S:8]([N:11]2[CH2:32][CH2:31][C:14]3([C:18](=[O:19])[N:17]([C:20]4[CH:25]=[CH:24][C:23]([O:26][C:27]([F:30])([F:29])[F:28])=[CH:22][CH:21]=4)[CH2:16][CH2:15]3)[CH2:13][CH2:12]2)(=[O:10])=[O:9])=[CH:6][CH:5]=[CH:4][N:3]=1, predict the reactants needed to synthesize it. The reactants are: Cl[C:2]1[C:7]([S:8]([N:11]2[CH2:32][CH2:31][C:14]3([C:18](=[O:19])[N:17]([C:20]4[CH:25]=[CH:24][C:23]([O:26][C:27]([F:30])([F:29])[F:28])=[CH:22][CH:21]=4)[CH2:16][CH2:15]3)[CH2:13][CH2:12]2)(=[O:10])=[O:9])=[CH:6][CH:5]=[CH:4][N:3]=1.[OH-:33].[Na+]. (3) Given the product [NH2:11][C:12]1[C:21]2[N:22]=[C:23]([CH2:28][CH2:29][CH2:30][CH3:31])[N:24]([CH2:25][CH2:26][NH:27][C:8]([C:6]3[CH:5]=[CH:4][CH:3]=[C:2]([OH:1])[N:7]=3)=[O:10])[C:20]=2[C:19]2[N:18]=[CH:17][CH:16]=[CH:15][C:14]=2[N:13]=1, predict the reactants needed to synthesize it. The reactants are: [OH:1][C:2]1[N:7]=[C:6]([C:8]([OH:10])=O)[CH:5]=[CH:4][CH:3]=1.[NH2:11][C:12]1[C:21]2[N:22]=[C:23]([CH2:28][CH2:29][CH2:30][CH3:31])[N:24]([CH2:25][CH2:26][NH2:27])[C:20]=2[C:19]2[N:18]=[CH:17][CH:16]=[CH:15][C:14]=2[N:13]=1. (4) Given the product [CH3:1][S:2][C:3]1[N:8]=[C:7]([NH:12][CH3:11])[C:6]([Cl:10])=[CH:5][N:4]=1, predict the reactants needed to synthesize it. The reactants are: [CH3:1][S:2][C:3]1[N:8]=[C:7](Cl)[C:6]([Cl:10])=[CH:5][N:4]=1.[CH3:11][NH2:12].C1CCCCC1.C(OCC)(=O)C.